From a dataset of Aqueous solubility values for 9,982 compounds from the AqSolDB database. Regression/Classification. Given a drug SMILES string, predict its absorption, distribution, metabolism, or excretion properties. Task type varies by dataset: regression for continuous measurements (e.g., permeability, clearance, half-life) or binary classification for categorical outcomes (e.g., BBB penetration, CYP inhibition). For this dataset (solubility_aqsoldb), we predict Y. (1) The compound is CC(C)C(NC(=O)CN)C(=O)O. The Y is 0.458 log mol/L. (2) The compound is OC1C=CC2C1C1(Cl)C(Cl)=C(Cl)C2(Cl)C1(Cl)Cl. The Y is -5.46 log mol/L. (3) The drug is Cc1ccc(N=C=S)cc1. The Y is -4.72 log mol/L. (4) The molecule is [Zr]. The Y is -5.36 log mol/L. (5) The molecule is COC(C)OC. The Y is 1.05 log mol/L. (6) The compound is O=[N+]([O-])c1cc(-c2ccccc2)ccc1O. The Y is -4.41 log mol/L.